Task: Regression. Given two drug SMILES strings and cell line genomic features, predict the synergy score measuring deviation from expected non-interaction effect.. Dataset: Merck oncology drug combination screen with 23,052 pairs across 39 cell lines Drug 1: N#Cc1ccc(Cn2cncc2CN2CCN(c3cccc(Cl)c3)C(=O)C2)cc1. Drug 2: CC(C)CC(NC(=O)C(Cc1ccccc1)NC(=O)c1cnccn1)B(O)O. Cell line: A427. Synergy scores: synergy=5.02.